Dataset: Reaction yield outcomes from USPTO patents with 853,638 reactions. Task: Predict the reaction yield, written as a fraction of the theoretical maximum amount of product (1.0 means a 100% yield; for example, 0.34 means a 34% yield). (1) The yield is 0.240. The product is [Cl:18][C:12]1[CH:13]=[CH:14][CH:15]=[C:16]([F:17])[C:11]=1[C:9]1[S:8][C:7]2[C:2]([NH:26][C:24]3[CH:23]=[C:22]([N:27]4[CH2:32][CH2:31][O:30][CH2:29][CH2:28]4)[N:21]=[C:20]([CH3:19])[N:25]=3)=[N:3][CH:4]=[CH:5][C:6]=2[N:10]=1. The catalyst is O1CCOCC1.C1C=CC(/C=C/C(/C=C/C2C=CC=CC=2)=O)=CC=1.C1C=CC(/C=C/C(/C=C/C2C=CC=CC=2)=O)=CC=1.C1C=CC(/C=C/C(/C=C/C2C=CC=CC=2)=O)=CC=1.[Pd].[Pd]. The reactants are Br[C:2]1[C:7]2[S:8][C:9]([C:11]3[C:16]([F:17])=[CH:15][CH:14]=[CH:13][C:12]=3[Cl:18])=[N:10][C:6]=2[CH:5]=[CH:4][N:3]=1.[CH3:19][C:20]1[N:25]=[C:24]([NH2:26])[CH:23]=[C:22]([N:27]2[CH2:32][CH2:31][O:30][CH2:29][CH2:28]2)[N:21]=1.CC1(C)C2C(=C(P(C3C=CC=CC=3)C3C=CC=CC=3)C=CC=2)OC2C(P(C3C=CC=CC=3)C3C=CC=CC=3)=CC=CC1=2.C([O-])([O-])=O.[Cs+].[Cs+]. (2) The reactants are [OH:1][C:2]([CH3:35])([CH3:34])[CH2:3][C@@:4]1([C:28]2[CH:33]=[CH:32][CH:31]=[CH:30][CH:29]=2)[O:9][C:8](=[O:10])[N:7]([C@H:11]([C:13]2[CH:18]=[CH:17][C:16](B3OC(C)(C)C(C)(C)O3)=[CH:15][CH:14]=2)[CH3:12])[CH2:6][CH2:5]1.Br[C:37]1[CH:38]=[CH:39][C:40](=[O:46])[N:41]([CH:43]([F:45])[F:44])[CH:42]=1.C([O-])([O-])=O.[Cs+].[Cs+].O. The catalyst is O1CCOCC1. The product is [F:44][CH:43]([F:45])[N:41]1[C:40](=[O:46])[CH:39]=[CH:38][C:37]([C:16]2[CH:15]=[CH:14][C:13]([C@@H:11]([N:7]3[CH2:6][CH2:5][C@:4]([CH2:3][C:2]([OH:1])([CH3:34])[CH3:35])([C:28]4[CH:33]=[CH:32][CH:31]=[CH:30][CH:29]=4)[O:9][C:8]3=[O:10])[CH3:12])=[CH:18][CH:17]=2)=[CH:42]1. The yield is 0.570.